This data is from Peptide-MHC class II binding affinity with 134,281 pairs from IEDB. The task is: Regression. Given a peptide amino acid sequence and an MHC pseudo amino acid sequence, predict their binding affinity value. This is MHC class II binding data. (1) The peptide sequence is WDTRITEADLDDEQE. The MHC is DRB1_0301 with pseudo-sequence DRB1_0301. The binding affinity (normalized) is 0.243. (2) The peptide sequence is AFILDGDNLRPKV. The MHC is DRB3_0101 with pseudo-sequence DRB3_0101. The binding affinity (normalized) is 0.628. (3) The peptide sequence is PANDKFTVFEAAFNDAIKE. The binding affinity (normalized) is 0.661. The MHC is HLA-DQA10101-DQB10501 with pseudo-sequence HLA-DQA10101-DQB10501. (4) The binding affinity (normalized) is 0.385. The peptide sequence is GELQAVDKIDAAFKI. The MHC is DRB1_0101 with pseudo-sequence DRB1_0101. (5) The binding affinity (normalized) is 0.447. The peptide sequence is PTHRHLKGEACPLPH. The MHC is DRB1_1101 with pseudo-sequence DRB1_1101. (6) The peptide sequence is KSIIKARVVWKAIIE. The MHC is HLA-DPA10201-DPB10101 with pseudo-sequence HLA-DPA10201-DPB10101. The binding affinity (normalized) is 0.514. (7) The peptide sequence is WNTDIKTLKFDALSG. The MHC is DRB3_0101 with pseudo-sequence DRB3_0101. The binding affinity (normalized) is 0.526.